From a dataset of Reaction yield outcomes from USPTO patents with 853,638 reactions. Predict the reaction yield, written as a fraction of the theoretical maximum amount of product (1.0 means a 100% yield; for example, 0.34 means a 34% yield). (1) The product is [Cl:1][C:2]1[C:3]([F:20])=[C:4]([C:13]2[N:18]=[CH:17][N:16]([C@@H:57]3[C:73]4[CH:74]=[C:69]([CH:70]=[C:71]([F:75])[CH:72]=4)[C:68]4[N:67]([CH3:76])[N:66]=[CH:65][C:64]=4[NH:63][C:62](=[O:77])[C@H:61]([CH3:78])[CH2:60][CH2:59][CH2:58]3)[C:15](=[O:19])[CH:14]=2)[C:5]([N:8]2[CH:12]=[CH:11][N:10]=[N:9]2)=[CH:6][CH:7]=1. The catalyst is CC#N.CN(C=O)C. The reactants are [Cl:1][C:2]1[C:3]([F:20])=[C:4]([C:13]2[N:18]=[CH:17][N:16]=[C:15]([OH:19])[CH:14]=2)[C:5]([N:8]2[CH:12]=[CH:11][N:10]=[N:9]2)=[CH:6][CH:7]=1.CN(C(ON1N=NC2C=CC=NC1=2)=[N+](C)C)C.F[P-](F)(F)(F)(F)F.C1CCN2C(=NCCC2)CC1.N[C@@H:57]1[C:73]2[CH:74]=[C:69]([CH:70]=[C:71]([F:75])[CH:72]=2)[C:68]2[N:67]([CH3:76])[N:66]=[CH:65][C:64]=2[NH:63][C:62](=[O:77])[C@H:61]([CH3:78])[CH2:60][CH2:59][CH2:58]1. The yield is 0.120. (2) The reactants are [OH:1][C:2]1[CH:3]=[C:4]([CH:9]=[CH:10][C:11]=1[C:12]#[C:13][Si](C)(C)C)[C:5]([O:7][CH3:8])=[O:6].C(O)=[O:19]. No catalyst specified. The product is [C:12]([C:11]1[CH:10]=[CH:9][C:4]([C:5]([O:7][CH3:8])=[O:6])=[CH:3][C:2]=1[OH:1])(=[O:19])[CH3:13]. The yield is 0.830. (3) The product is [F:28][C:24]1[CH:23]=[C:22]([C:21]2[C:20](=[O:29])[C:19]3[C:14](=[CH:15][CH:16]=[CH:17][CH:18]=3)[O:13][C:12]=2[C@H:9]([OH:8])[CH2:10][CH3:11])[CH:27]=[CH:26][CH:25]=1. The catalyst is ClCCl. The yield is 0.480. The reactants are C([O:8][C@@H:9]([C:12]1[O:13][C:14]2[C:19]([C:20](=[O:29])[C:21]=1[C:22]1[CH:27]=[CH:26][CH:25]=[C:24]([F:28])[CH:23]=1)=[CH:18][CH:17]=[CH:16][CH:15]=2)[CH2:10][CH3:11])C1C=CC=CC=1.[Cl-].[Al+3].[Cl-].[Cl-]. (4) The reactants are [CH:1]1[CH:2]=[CH:3][C:4]2[N:9](O)N=N[C:5]=2[CH:6]=1.[O:11]=[C:12]([N:17]1[CH2:22][CH2:21][N:20]([C:23](=[O:34])[C:24]2[CH:29]=[CH:28][CH:27]=[CH:26][C:25]=2[C:30]([F:33])([F:32])[F:31])[CH2:19][CH2:18]1)[CH2:13][C:14]([OH:16])=O.C[CH2:36][N:37]=[C:38]=[N:39]CCCN(C)C.Cl.CN(C=[O:51])C. The catalyst is CN(C1C=CN=CC=1)C.O. The product is [O:51]1[CH:36]=[N:37][C:38]([C:1]2[CH:6]=[CH:5][C:4]([NH:9][C:14](=[O:16])[CH2:13][C:12](=[O:11])[N:17]3[CH2:18][CH2:19][N:20]([C:23](=[O:34])[C:24]4[CH:29]=[CH:28][CH:27]=[CH:26][C:25]=4[C:30]([F:32])([F:31])[F:33])[CH2:21][CH2:22]3)=[CH:3][CH:2]=2)=[N:39]1. The yield is 0.480.